Dataset: Forward reaction prediction with 1.9M reactions from USPTO patents (1976-2016). Task: Predict the product of the given reaction. Given the reactants Cl[CH2:2][CH2:3][CH2:4][S:5]([N:8]1[CH2:13][CH2:12][CH:11]([C:14]2[C:22]3[C:17](=[C:18]([C:29]([NH2:31])=[O:30])[CH:19]=[C:20]([C:23]4[CH:28]=[CH:27][CH:26]=[CH:25][CH:24]=4)[CH:21]=3)[NH:16][CH:15]=2)[CH2:10][CH2:9]1)(=[O:7])=[O:6].[C:32]1([OH:38])[CH:37]=[CH:36][CH:35]=[CH:34][CH:33]=1.C([O-])([O-])=O.[K+].[K+].[I-].[Na+], predict the reaction product. The product is: [C:23]1([C:20]2[CH:21]=[C:22]3[C:17](=[C:18]([C:29]([NH2:31])=[O:30])[CH:19]=2)[NH:16][CH:15]=[C:14]3[CH:11]2[CH2:12][CH2:13][N:8]([S:5]([CH2:4][CH2:3][CH2:2][O:38][C:32]3[CH:37]=[CH:36][CH:35]=[CH:34][CH:33]=3)(=[O:7])=[O:6])[CH2:9][CH2:10]2)[CH:28]=[CH:27][CH:26]=[CH:25][CH:24]=1.